This data is from Catalyst prediction with 721,799 reactions and 888 catalyst types from USPTO. The task is: Predict which catalyst facilitates the given reaction. (1) Reactant: [Cl:1][C:2]1[C:7]([C:8]2[CH:13]=[CH:12][CH:11]=[CH:10][CH:9]=2)=[N:6][N:5]=[C:4]2[N:14]([CH2:23][C:24](O)=[O:25])[N:15]=[C:16]([C:17]3[CH:22]=[CH:21][CH:20]=[CH:19][CH:18]=3)[C:3]=12.[CH3:27][N:28]([CH3:35])[CH:29]1[CH2:34][CH2:33][NH:32][CH2:31][CH2:30]1.C(N(C(C)C)CC)(C)C.F[P-](F)(F)(F)(F)F.N1(OC(N(C)C)=[N+](C)C)C2N=CC=CC=2N=N1. Product: [Cl:1][C:2]1[C:7]([C:8]2[CH:9]=[CH:10][CH:11]=[CH:12][CH:13]=2)=[N:6][N:5]=[C:4]2[N:14]([CH2:23][C:24]([N:32]3[CH2:33][CH2:34][CH:29]([N:28]([CH3:35])[CH3:27])[CH2:30][CH2:31]3)=[O:25])[N:15]=[C:16]([C:17]3[CH:22]=[CH:21][CH:20]=[CH:19][CH:18]=3)[C:3]=12. The catalyst class is: 31. (2) The catalyst class is: 3. Product: [CH2:24]([O:26][C:27]([N:29]1[CH2:4][CH2:5][N:1]([CH2:6][CH2:7][CH2:8][O:9][C:10]2[CH:15]=[CH:14][C:13]([C:16]3([C:22]#[N:23])[CH2:21][CH2:20][O:19][CH2:18][CH2:17]3)=[CH:12][CH:11]=2)[CH2:2][CH2:3]1)=[O:28])[CH3:25]. Reactant: [N:1]1([CH2:6][CH2:7][CH2:8][O:9][C:10]2[CH:15]=[CH:14][C:13]([C:16]3([C:22]#[N:23])[CH2:21][CH2:20][O:19][CH2:18][CH2:17]3)=[CH:12][CH:11]=2)[CH2:5][CH2:4][CH2:3][CH2:2]1.[CH2:24]([O:26][C:27]([N:29]1CCN(CCCCl)CC1)=[O:28])[CH3:25].C([O-])([O-])=O.[K+].[K+]. (3) Reactant: C(=O)([O-])[O-].[K+].[K+].Br[CH:8]([C:13]([O:15][CH3:16])=[O:14])[C:9]([O:11][CH3:12])=[O:10].[N:17]1([C:23]([O:25][C:26]([CH3:29])([CH3:28])[CH3:27])=[O:24])[CH2:22][CH2:21][NH:20][CH2:19][CH2:18]1. Product: [C:26]([O:25][C:23]([N:17]1[CH2:22][CH2:21][N:20]([CH:8]([C:13]([O:15][CH3:16])=[O:14])[C:9]([O:11][CH3:12])=[O:10])[CH2:19][CH2:18]1)=[O:24])([CH3:29])([CH3:27])[CH3:28]. The catalyst class is: 10. (4) Reactant: N#N.Br[C:4]1[C:5]([N:20]([CH3:25])[S:21]([CH3:24])(=[O:23])=[O:22])=[CH:6][C:7]2[O:11][C:10]([CH:12]3[CH2:14][CH2:13]3)=[C:9]([C:15]([NH:17][CH3:18])=[O:16])[C:8]=2[CH:19]=1.CC([O-])=O.[K+].[B:31]1([B:31]2[O:35][C:34]([CH3:37])([CH3:36])[C:33]([CH3:39])([CH3:38])[O:32]2)[O:35][C:34]([CH3:37])([CH3:36])[C:33]([CH3:39])([CH3:38])[O:32]1. Product: [CH:12]1([C:10]2[O:11][C:7]3[CH:6]=[C:5]([N:20]([CH3:25])[S:21]([CH3:24])(=[O:23])=[O:22])[C:4]([B:31]4[O:35][C:34]([CH3:37])([CH3:36])[C:33]([CH3:39])([CH3:38])[O:32]4)=[CH:19][C:8]=3[C:9]=2[C:15]([NH:17][CH3:18])=[O:16])[CH2:14][CH2:13]1. The catalyst class is: 75. (5) Reactant: [CH3:1][O:2][C:3](=[O:22])[CH:4]([NH2:21])[CH2:5][C:6]1[CH:11]=[CH:10][C:9]([N:12]2[C:17](=[O:18])[CH:16]=[CH:15][N:14]([CH3:19])[C:13]2=[O:20])=[CH:8][CH:7]=1.[F:23][C:24]1[CH:32]=[C:31]([NH:33][S:34]([C:37]2[CH:42]=[CH:41][C:40]([CH:43]=[O:44])=[CH:39][CH:38]=2)(=[O:36])=[O:35])[CH:30]=[C:29]([F:45])[C:25]=1[C:26](O)=[O:27].CN(C(ON1N=NC2C=CC=NC1=2)=[N+](C)C)C.F[P-](F)(F)(F)(F)F.C1C=NC2N(O)N=NC=2C=1.C(N(CC)CC)C. Product: [F:45][C:29]1[CH:30]=[C:31]([NH:33][S:34]([C:37]2[CH:42]=[CH:41][C:40]([CH:43]=[O:44])=[CH:39][CH:38]=2)(=[O:36])=[O:35])[CH:32]=[C:24]([F:23])[C:25]=1[C:26]([NH:21][C@H:4]([C:3]([O:2][CH3:1])=[O:22])[CH2:5][C:6]1[CH:7]=[CH:8][C:9]([N:12]2[C:17](=[O:18])[CH:16]=[CH:15][N:14]([CH3:19])[C:13]2=[O:20])=[CH:10][CH:11]=1)=[O:27]. The catalyst class is: 4.